Dataset: Full USPTO retrosynthesis dataset with 1.9M reactions from patents (1976-2016). Task: Predict the reactants needed to synthesize the given product. (1) Given the product [Cl:1][C:2]1[CH:7]=[C:6]([N:8]2[C:15](=[O:16])[C:14]([CH3:23])([CH3:22])[NH:13][C:9]2=[O:10])[CH:5]=[C:4]([Cl:11])[N:3]=1, predict the reactants needed to synthesize it. The reactants are: [Cl:1][C:2]1[CH:7]=[C:6]([N:8]=[C:9]=[O:10])[CH:5]=[C:4]([Cl:11])[N:3]=1.Cl.[NH2:13][C:14]([CH3:23])([CH3:22])[C:15](OC(C)(C)C)=[O:16].C(N(CC)CC)C. (2) Given the product [F:1][C:2]1[C:7]([F:8])=[CH:6][CH:5]=[CH:4][C:3]=1[C:9]1[CH:14]=[CH:13][N:12]=[C:11]([N:15]2[CH2:20][CH2:19][NH:18][CH2:17][CH2:16]2)[CH:10]=1, predict the reactants needed to synthesize it. The reactants are: [F:1][C:2]1[C:7]([F:8])=[CH:6][CH:5]=[CH:4][C:3]=1[C:9]1[CH:14]=[CH:13][N:12]=[C:11]([N:15]2[CH2:20][CH2:19][N:18](C(OC(C)(C)C)=O)[CH2:17][CH2:16]2)[CH:10]=1.Cl.CO. (3) Given the product [Cl:8][C:4]1[CH:5]=[CH:6][CH:7]=[C:2]([Cl:1])[C:3]=1[C:9]1[C:13]([CH2:14][O:15][C:16]2[CH:17]=[C:18]3[C:23](=[CH:24][CH:25]=2)[CH:22]=[C:21]([C:26]2[CH:27]=[C:28]([CH:33]=[CH:34][CH:35]=2)[C:29]([OH:31])=[O:30])[CH:20]=[CH:19]3)=[C:12]([CH:36]([CH3:38])[CH3:37])[O:11][N:10]=1, predict the reactants needed to synthesize it. The reactants are: [Cl:1][C:2]1[CH:7]=[CH:6][CH:5]=[C:4]([Cl:8])[C:3]=1[C:9]1[C:13]([CH2:14][O:15][C:16]2[CH:17]=[C:18]3[C:23](=[CH:24][CH:25]=2)[CH:22]=[C:21]([C:26]2[CH:27]=[C:28]([CH:33]=[CH:34][CH:35]=2)[C:29]([O:31]C)=[O:30])[CH:20]=[CH:19]3)=[C:12]([CH:36]([CH3:38])[CH3:37])[O:11][N:10]=1.[OH-].[Li+].C(#N)C. (4) Given the product [Cl:1][C:2]1[C:3]([CH:8]([NH:22][C:41]([CH:46]2[CH2:42][CH2:43][CH2:44][CH2:45]2)=[O:58])[C:9]2[CH:10]=[CH:11][C:12]([O:15][C:16]3[CH:21]=[CH:20][CH:19]=[CH:18][CH:17]=3)=[CH:13][CH:14]=2)=[N:4][CH:5]=[CH:6][N:7]=1, predict the reactants needed to synthesize it. The reactants are: [Cl:1][C:2]1[C:3]([CH:8]([NH2:22])[C:9]2[CH:14]=[CH:13][C:12]([O:15][C:16]3[CH:21]=[CH:20][CH:19]=[CH:18][CH:17]=3)=[CH:11][CH:10]=2)=[N:4][CH:5]=[CH:6][N:7]=1.CCN(C(C)C)C(C)C.CN(C(ON1N=N[C:42]2[CH:43]=[CH:44][CH:45]=[CH:46][C:41]1=2)=[N+](C)C)C.[B-](F)(F)(F)F.CN(C=[O:58])C. (5) Given the product [CH3:2][C:1]1[O:3][CH:6]=[C:7]([CH2:8][C:9]([O:11][CH3:12])=[O:10])[N:4]=1, predict the reactants needed to synthesize it. The reactants are: [C:1]([NH2:4])(=[O:3])[CH3:2].Cl[CH2:6][C:7](=O)[CH2:8][C:9]([O:11][CH3:12])=[O:10].